Dataset: Forward reaction prediction with 1.9M reactions from USPTO patents (1976-2016). Task: Predict the product of the given reaction. (1) Given the reactants Br[C:2]1[N:7]2[N:8]=[C:9]([NH:11][C:12]3[CH:17]=[CH:16][CH:15]=[CH:14][CH:13]=3)[N:10]=[C:6]2[CH:5]=[CH:4][CH:3]=1.C([Li])CCC.[C:23](#N)[C:24]1[CH:29]=[CH:28][CH:27]=[CH:26][CH:25]=1.[O:31]1CCCC1, predict the reaction product. The product is: [C:24]1([C:23]([C:2]2[N:7]3[N:8]=[C:9]([NH:11][C:12]4[CH:17]=[CH:16][CH:15]=[CH:14][CH:13]=4)[N:10]=[C:6]3[CH:5]=[CH:4][CH:3]=2)=[O:31])[CH:29]=[CH:28][CH:27]=[CH:26][CH:25]=1. (2) Given the reactants [NH:1]1[CH2:7][CH2:6][CH2:5][C@H:2]1[CH2:3][OH:4].[OH-].[Na+].Cl[C:11]1[N:16]=[C:15]([NH:17][C:18]2[CH:23]=[CH:22][C:21]([O:24][CH3:25])=[C:20]([Cl:26])[CH:19]=2)[N:14]=[C:13]([NH:27][CH:28]2[CH2:34][CH2:33][CH2:32][CH2:31][CH2:30][CH2:29]2)[N:12]=1, predict the reaction product. The product is: [Cl:26][C:20]1[CH:19]=[C:18]([NH:17][C:15]2[N:14]=[C:13]([NH:27][CH:28]3[CH2:29][CH2:30][CH2:31][CH2:32][CH2:33][CH2:34]3)[N:12]=[C:11]([O:4][CH2:3][CH:2]3[CH2:5][CH2:6][CH2:7][NH:1]3)[N:16]=2)[CH:23]=[CH:22][C:21]=1[O:24][CH3:25]. (3) Given the reactants [CH3:1][C:2](C)([O-])C.[K+].[Cl:7][C:8]1[CH:9]=[C:10]([CH:13]=[C:14]([CH2:16][O:17][CH:18]2[CH2:23][CH2:22][CH2:21][CH2:20][O:19]2)[CH:15]=1)[CH:11]=O, predict the reaction product. The product is: [Cl:7][C:8]1[CH:15]=[C:14]([CH:13]=[C:10](/[CH:11]=[CH:1]/[CH3:2])[CH:9]=1)[CH2:16][O:17][CH:18]1[CH2:23][CH2:22][CH2:21][CH2:20][O:19]1.